This data is from Full USPTO retrosynthesis dataset with 1.9M reactions from patents (1976-2016). The task is: Predict the reactants needed to synthesize the given product. (1) The reactants are: [N:1]1[N:2]=[C:3]([C:6]2[CH:15]=[CH:14][CH:13]=[C:12]3[C:7]=2[NH:8][C:9](=O)[C:10]2[N:11]3[CH:16]=[CH:17][CH:18]=2)[NH:4][CH:5]=1.CC#N.C(N(CC)CC)C.O=P(Cl)(Cl)[Cl:32]. Given the product [Cl:32][C:9]1[C:10]2[N:11]([CH:16]=[CH:17][CH:18]=2)[C:12]2[C:7]([N:8]=1)=[C:6]([C:3]1[NH:4][CH:5]=[N:1][N:2]=1)[CH:15]=[CH:14][CH:13]=2, predict the reactants needed to synthesize it. (2) Given the product [C:13]([C:10]1[CH:11]=[CH:12][C:7]([CH:20]=[CH2:21])=[CH:8][C:9]=1[Cl:17])([CH3:16])([CH3:15])[CH3:14], predict the reactants needed to synthesize it. The reactants are: FC(F)(F)S(O[C:7]1[CH:12]=[CH:11][C:10]([C:13]([CH3:16])([CH3:15])[CH3:14])=[C:9]([Cl:17])[CH:8]=1)(=O)=O.[CH:20]([Sn](CCCC)(CCCC)CCCC)=[CH2:21].[Li+].[Cl-]. (3) Given the product [F:26][C:25]1[CH:16]=[CH:17][C:13]([CH2:12][NH:11][C:9]2[N:8]=[C:7]([NH:18][C:19]3[CH:24]=[CH:23][CH:22]=[C:21]([C:25]([F:27])([F:26])[F:28])[CH:20]=3)[N:6]=[C:5]([OH:4])[N:10]=2)=[CH:20][CH:21]=1, predict the reactants needed to synthesize it. The reactants are: C([O:4][C:5]1[N:10]=[C:9]([NH:11][CH2:12][C:13]2OC=[CH:16][CH:17]=2)[N:8]=[C:7]([NH:18][C:19]2[CH:24]=[CH:23][CH:22]=[C:21]([C:25]([F:28])([F:27])[F:26])[CH:20]=2)[N:6]=1)C=C.S(=O)(=O)(O)O. (4) The reactants are: C(OC([N:8]1[CH2:13][CH2:12][CH:11]([C:14](=[O:30])[NH:15][C:16]2[CH:21]=[CH:20][CH:19]=[C:18]([O:22][C:23]3[CH:28]=[CH:27][C:26]([F:29])=[CH:25][CH:24]=3)[CH:17]=2)[CH2:10][CH2:9]1)=O)(C)(C)C.[ClH:31]. Given the product [ClH:31].[F:29][C:26]1[CH:27]=[CH:28][C:23]([O:22][C:18]2[CH:17]=[C:16]([NH:15][C:14]([CH:11]3[CH2:10][CH2:9][NH:8][CH2:13][CH2:12]3)=[O:30])[CH:21]=[CH:20][CH:19]=2)=[CH:24][CH:25]=1, predict the reactants needed to synthesize it. (5) Given the product [C:19]([O:18][C:16]([N:13]1[CH2:14][CH2:15][C@H:10]([C:3]2[CH:4]=[C:5]([F:9])[C:6]([F:8])=[CH:7][C:2]=2[F:1])[C@@H:11]([C:23]([OH:25])=[O:24])[CH2:12]1)=[O:17])([CH3:22])([CH3:20])[CH3:21], predict the reactants needed to synthesize it. The reactants are: [F:1][C:2]1[CH:7]=[C:6]([F:8])[C:5]([F:9])=[CH:4][C:3]=1[C:10]1[CH2:15][CH2:14][N:13]([C:16]([O:18][C:19]([CH3:22])([CH3:21])[CH3:20])=[O:17])[CH2:12][C:11]=1[C:23]([O:25]CC)=[O:24].[Mg].[Cl-].[NH4+]. (6) Given the product [CH3:17][N:13]1[C:14]2=[CH:15][N:27]([CH2:26][CH2:25][C:24]([O:23][CH3:22])=[O:28])[C:1]([C:2]3[CH:7]=[CH:6][CH:5]=[CH:4][CH:3]=3)=[C:9]2[C:10](=[O:20])[N:11]([CH3:19])[C:12]1=[O:18], predict the reactants needed to synthesize it. The reactants are: [C:1]([C:9]1[C:10](=[O:20])[N:11]([CH3:19])[C:12](=[O:18])[N:13]([CH3:17])[C:14]=1[CH2:15]Br)(=O)[C:2]1[CH:7]=[CH:6][CH:5]=[CH:4][CH:3]=1.Cl.[CH3:22][O:23][C:24](=[O:28])[CH2:25][CH2:26][NH2:27].C(N(CC)CC)C. (7) Given the product [CH:1]([O:4][C:5]([C:7]1[N:8]([CH:12]2[C:21]3[C:16](=[CH:17][C:18]([C:34]4[CH:35]=[CH:36][C:31]([F:30])=[CH:32][CH:33]=4)=[CH:19][CH:20]=3)[CH2:15][CH2:14][CH2:13]2)[CH:9]=[N:10][CH:11]=1)=[O:6])([CH3:2])[CH3:3], predict the reactants needed to synthesize it. The reactants are: [CH:1]([O:4][C:5]([C:7]1[N:8]([CH:12]2[C:21]3[C:16](=[CH:17][C:18](OS(C(F)(F)F)(=O)=O)=[CH:19][CH:20]=3)[CH2:15][CH2:14][CH2:13]2)[CH:9]=[N:10][CH:11]=1)=[O:6])([CH3:3])[CH3:2].[F:30][C:31]1[CH:36]=[CH:35][C:34](B(O)O)=[CH:33][CH:32]=1.C(=O)([O-])[O-].[Na+].[Na+].CN(C=O)C. (8) Given the product [C:23]([O:4][CH2:3][C:2]([F:1])([C:7]1[CH:12]=[CH:11][CH:10]=[CH:9][CH:8]=1)[CH2:5][O:6][C:17](=[O:16])[NH2:34])(=[O:24])[NH2:20], predict the reactants needed to synthesize it. The reactants are: [F:1][C:2]([C:7]1[CH:12]=[CH:11][CH:10]=[CH:9][CH:8]=1)([CH2:5][OH:6])[CH2:3][OH:4].C1[CH2:17][O:16]CC1.C1N=C[N:20]([C:23](N2C=NC=C2)=[O:24])C=1.C(=O)([O-])[O-].[NH4+:34].[NH4+]. (9) Given the product [C:1]([C:5]1[CH:6]=[C:7]([CH:10]=[CH:11][C:12]=1[O:13][CH2:14][CH2:15][N:16]1[CH2:21][CH2:20][O:19][CH2:18][CH2:17]1)[CH:8]=[C:30]1[C:29]2[C:33](=[CH:34][C:26]([NH:25][C:22](=[O:24])[CH3:23])=[CH:27][CH:28]=2)[NH:32][C:31]1=[O:35])([CH3:4])([CH3:3])[CH3:2], predict the reactants needed to synthesize it. The reactants are: [C:1]([C:5]1[CH:6]=[C:7]([CH:10]=[CH:11][C:12]=1[O:13][CH2:14][CH2:15][N:16]1[CH2:21][CH2:20][O:19][CH2:18][CH2:17]1)[CH:8]=O)([CH3:4])([CH3:3])[CH3:2].[C:22]([NH:25][C:26]1[CH:34]=[C:33]2[C:29]([CH2:30][C:31](=[O:35])[NH:32]2)=[CH:28][CH:27]=1)(=[O:24])[CH3:23].N1CCCCC1.C(OCC)(=O)C. (10) Given the product [CH2:13]([NH:20][CH2:11][CH2:10][CH2:9][CH2:8][CH2:7][CH2:6][O:5][CH2:1][CH2:2][C:3]#[CH:4])[C:14]1[CH:19]=[CH:18][CH:17]=[CH:16][CH:15]=1, predict the reactants needed to synthesize it. The reactants are: [CH2:1]([O:5][CH2:6][CH2:7][CH2:8][CH2:9][CH2:10][CH2:11]Br)[CH2:2][C:3]#[CH:4].[CH2:13]([NH2:20])[C:14]1[CH:19]=[CH:18][CH:17]=[CH:16][CH:15]=1.